Dataset: Experimentally validated miRNA-target interactions with 360,000+ pairs, plus equal number of negative samples. Task: Binary Classification. Given a miRNA mature sequence and a target amino acid sequence, predict their likelihood of interaction. (1) The miRNA is mmu-miR-686 with sequence AUUGCUUCCCAGACGGUGAAGA. The protein sequence of the target gene is MSLAASAGRGPGTMWSPTHVQVTVLQARGLRAKGPGGTSDAYAVIQVGKEKYATSVSERSLGAPVWREEATFELPPLLSSGAAPAAAATLQLTVLHRALLGLDKFLGRAEVDLRELHRDQGRRKKQWYTLKSKPGKKDKERGEIEVDIQFMRNNMTASMFDLSMKDKSRNPFGKLKDKIKGKNKDSASDTASAIVPSVTPSVDSDDESFSKDKKKKSKIKTLFSKSSLQKTPLSQSMSVLPTSKSDKVLLRAGDFQSQWDDDAHEDESSSASDVMSHKRTSSTDQQPNQSNFSLPKKEGL.... Result: 0 (no interaction). (2) The miRNA is hsa-miR-6872-5p with sequence UCUCGCAUCAGGAGGCAAGG. The protein sequence of the target gene is MMIKLIATPSNALVDEPVSIRATGLPPSQIVTIKATVKDENDNVFQSQAFYKTNEAGEVDLEKTPALGGDYVGVHPMGLFFSLKPKKAFHRLMKKDVMNSPFCICLDLYDSVNWLETVRIPSKASQRVQRWFVGPGVKREQIQEGRVRGALFLPPGKGPFPGIIDLFGVIGGLVEFRASLLASHGFAVLALAYFAYKDLPEKLQEVDLEYFEEAANFLLSHPKIQQPGIGVISTSKGAEIGLAMACYLKQVIATVCINGATTTTAVPLRYQDLVVTPIQQALERMEVHVSGAVCFRHTTQ.... Result: 0 (no interaction).